Dataset: Full USPTO retrosynthesis dataset with 1.9M reactions from patents (1976-2016). Task: Predict the reactants needed to synthesize the given product. (1) Given the product [Br:14][CH2:13][CH2:12][CH2:11][CH2:10][CH2:9][CH2:8][CH2:7][CH2:6][CH2:5][CH2:4][CH2:3][CH2:2][C:25]#[C:24][C@@H:23]([CH2:26][CH2:27][CH2:28][CH3:29])[O:22][Si:15]([C:18]([CH3:19])([CH3:20])[CH3:21])([CH3:16])[CH3:17], predict the reactants needed to synthesize it. The reactants are: Br[CH2:2][CH2:3][CH2:4][CH2:5][CH2:6][CH2:7][CH2:8][CH2:9][CH2:10][CH2:11][CH2:12][CH2:13][Br:14].[Si:15]([O:22][C@H:23]([CH2:26][CH2:27][CH2:28][CH3:29])[C:24]#[CH:25])([C:18]([CH3:21])([CH3:20])[CH3:19])([CH3:17])[CH3:16].O1CCCCC1OCCCC#C. (2) Given the product [OH:1][C:2]([CH3:34])([CH3:35])[CH2:3][C@@:4]1([C:28]2[CH:33]=[CH:32][CH:31]=[CH:30][CH:29]=2)[O:9][C:8](=[O:10])[N:7]([C@H:11]([C:13]2[CH:14]=[CH:15][C:16]([C:37]3[S:38][C:39]([C:42]([F:45])([F:44])[F:43])=[N:40][N:41]=3)=[CH:17][CH:18]=2)[CH3:12])[CH2:6][CH2:5]1, predict the reactants needed to synthesize it. The reactants are: [OH:1][C:2]([CH3:35])([CH3:34])[CH2:3][C@@:4]1([C:28]2[CH:33]=[CH:32][CH:31]=[CH:30][CH:29]=2)[O:9][C:8](=[O:10])[N:7]([C@H:11]([C:13]2[CH:18]=[CH:17][C:16](B3OC(C)(C)C(C)(C)O3)=[CH:15][CH:14]=2)[CH3:12])[CH2:6][CH2:5]1.Cl[C:37]1[S:38][C:39]([C:42]([F:45])([F:44])[F:43])=[N:40][N:41]=1. (3) Given the product [CH3:34][C:33]1[CH:13]=[CH:14][C:15]([C:16]([NH:18][C:19]2[CH:24]=[CH:23][CH:22]=[C:21]([N:25]3[CH2:26][CH2:27][O:28][CH2:29][CH2:30]3)[CH:20]=2)=[O:17])=[CH:31][C:32]=1[C:2]1[CH:11]=[CH:10][C:5]2[C:6]([CH3:9])=[N:7][O:8][C:4]=2[CH:3]=1, predict the reactants needed to synthesize it. The reactants are: Br[C:2]1[CH:11]=[CH:10][C:5]2[C:6]([CH3:9])=[N:7][O:8][C:4]=2[CH:3]=1.I[C:13]1[CH:14]=[C:15]([CH:31]=[CH:32][C:33]=1[CH3:34])[C:16]([NH:18][C:19]1[CH:24]=[CH:23][CH:22]=[C:21]([N:25]2[CH2:30][CH2:29][O:28][CH2:27][CH2:26]2)[CH:20]=1)=[O:17].[CH3:34][C:33]1[CH:32]=[CH:31][C:15]([C:16]([NH:18][C:19]2[CH:24]=[CH:23][CH:22]=[C:21]([N:25]3[CH2:26][CH2:27][O:28][CH2:29][CH2:30]3)[CH:20]=2)=[O:17])=[CH:14][C:13]=1B1OC(C)(C)C(C)(C)O1. (4) Given the product [Si:17]([O:16][CH2:15][C:10]1[N:11]([CH3:14])[C:12]2[C:8]([CH:9]=1)=[CH:7][C:6]1[CH:24]([OH:27])[CH:25]=[CH:26][CH2:1][O:4][C:5]=1[CH:13]=2)([C:20]([CH3:22])([CH3:21])[CH3:23])([CH3:19])[CH3:18], predict the reactants needed to synthesize it. The reactants are: [CH2:1]([O:4][C:5]1[CH:13]=[C:12]2[C:8]([CH:9]=[C:10]([CH2:15][O:16][Si:17]([C:20]([CH3:23])([CH3:22])[CH3:21])([CH3:19])[CH3:18])[N:11]2[CH3:14])=[CH:7][C:6]=1[CH:24]([OH:27])[CH:25]=[CH2:26])C=C.